Task: Predict the product of the given reaction.. Dataset: Forward reaction prediction with 1.9M reactions from USPTO patents (1976-2016) (1) The product is: [CH2:42]([O:41][C:39]([N:10]1[C:11]2[C:16](=[CH:15][C:14]([C:17]([F:20])([F:19])[F:18])=[CH:13][CH:12]=2)[N:7]([CH2:6][C:5]2[CH:23]=[C:24]([C:26]([F:27])([F:28])[F:29])[CH:25]=[C:3]([C:2]([F:1])([F:30])[F:31])[CH:4]=2)[CH2:8][CH:9]1[CH2:21][CH3:22])=[O:40])[CH3:43]. Given the reactants [F:1][C:2]([F:31])([F:30])[C:3]1[CH:4]=[C:5]([CH:23]=[C:24]([C:26]([F:29])([F:28])[F:27])[CH:25]=1)[CH2:6][N:7]1[C:16]2[C:11](=[CH:12][CH:13]=[C:14]([C:17]([F:20])([F:19])[F:18])[CH:15]=2)[NH:10][CH:9]([CH2:21][CH3:22])[CH2:8]1.N1C=CC=CC=1.Cl[C:39]([O:41][CH2:42][CH3:43])=[O:40], predict the reaction product. (2) Given the reactants Br[C:2]1[C:11]2[C:6](=[CH:7][CH:8]=[CH:9][CH:10]=2)[C:5]([O:12][CH3:13])=[CH:4][CH:3]=1.[C:14]1([C:24]2[CH:29]=[CH:28][C:27](B(O)O)=[CH:26][CH:25]=2)[C:23]2[C:18](=[CH:19][CH:20]=[CH:21][CH:22]=2)[CH:17]=[CH:16][CH:15]=1.C(=O)([O-])[O-].[K+].[K+].O, predict the reaction product. The product is: [CH3:13][O:12][C:5]1[C:6]2[C:11](=[CH:10][CH:9]=[CH:8][CH:7]=2)[C:2]([C:27]2[CH:28]=[CH:29][C:24]([C:14]3[C:23]4[C:18](=[CH:19][CH:20]=[CH:21][CH:22]=4)[CH:17]=[CH:16][CH:15]=3)=[CH:25][CH:26]=2)=[CH:3][CH:4]=1.